From a dataset of NCI-60 drug combinations with 297,098 pairs across 59 cell lines. Regression. Given two drug SMILES strings and cell line genomic features, predict the synergy score measuring deviation from expected non-interaction effect. (1) Drug 1: C1=C(C(=O)NC(=O)N1)F. Drug 2: C(=O)(N)NO. Cell line: SF-295. Synergy scores: CSS=34.0, Synergy_ZIP=-11.0, Synergy_Bliss=-8.09, Synergy_Loewe=-9.77, Synergy_HSA=-5.54. (2) Drug 1: CC(CN1CC(=O)NC(=O)C1)N2CC(=O)NC(=O)C2. Drug 2: C1=NC2=C(N1)C(=S)N=C(N2)N. Cell line: HS 578T. Synergy scores: CSS=30.3, Synergy_ZIP=-6.90, Synergy_Bliss=-1.92, Synergy_Loewe=-12.9, Synergy_HSA=0.227. (3) Drug 1: CC1C(C(CC(O1)OC2CC(CC3=C2C(=C4C(=C3O)C(=O)C5=C(C4=O)C(=CC=C5)OC)O)(C(=O)C)O)N)O.Cl. Drug 2: C1=NC(=NC(=O)N1C2C(C(C(O2)CO)O)O)N. Cell line: KM12. Synergy scores: CSS=9.64, Synergy_ZIP=-0.838, Synergy_Bliss=-11.2, Synergy_Loewe=-18.8, Synergy_HSA=-12.7. (4) Drug 1: C1CCN(CC1)CCOC2=CC=C(C=C2)C(=O)C3=C(SC4=C3C=CC(=C4)O)C5=CC=C(C=C5)O. Drug 2: CN1CCC(CC1)COC2=C(C=C3C(=C2)N=CN=C3NC4=C(C=C(C=C4)Br)F)OC. Cell line: MCF7. Synergy scores: CSS=8.50, Synergy_ZIP=-3.57, Synergy_Bliss=-0.188, Synergy_Loewe=0.887, Synergy_HSA=1.81.